The task is: Predict the reaction yield, written as a fraction of the theoretical maximum amount of product (1.0 means a 100% yield; for example, 0.34 means a 34% yield).. This data is from Reaction yield outcomes from USPTO patents with 853,638 reactions. The reactants are [CH:1](=O)[C:2]1[CH:7]=[CH:6][CH:5]=[CH:4][CH:3]=1.C(O[BH-](OC(=O)C)OC(=O)C)(=O)C.[Na+].[CH:23]12[NH:30][CH:27]([CH2:28][CH2:29]1)[CH2:26][CH:25]([NH:31][C:32]1[CH:33]=[C:34]3[C:38](=[CH:39][CH:40]=1)[NH:37][N:36]=[CH:35]3)[CH2:24]2. The catalyst is ClCCl. The product is [CH2:1]([N:30]1[CH:27]2[CH2:28][CH2:29][CH:23]1[CH2:24][CH:25]([NH:31][C:32]1[CH:33]=[C:34]3[C:38](=[CH:39][CH:40]=1)[NH:37][N:36]=[CH:35]3)[CH2:26]2)[C:2]1[CH:7]=[CH:6][CH:5]=[CH:4][CH:3]=1. The yield is 0.520.